Task: Regression. Given a peptide amino acid sequence and an MHC pseudo amino acid sequence, predict their binding affinity value. This is MHC class I binding data.. Dataset: Peptide-MHC class I binding affinity with 185,985 pairs from IEDB/IMGT (1) The peptide sequence is YPLTFGWCY. The MHC is HLA-B08:01 with pseudo-sequence HLA-B08:01. The binding affinity (normalized) is 0.0368. (2) The peptide sequence is NGNFNFERV. The MHC is HLA-A29:02 with pseudo-sequence HLA-A29:02. The binding affinity (normalized) is 0.0847. (3) The peptide sequence is SVDIETAIRA. The MHC is HLA-A02:06 with pseudo-sequence HLA-A02:06. The binding affinity (normalized) is 0.359.